From a dataset of Catalyst prediction with 721,799 reactions and 888 catalyst types from USPTO. Predict which catalyst facilitates the given reaction. (1) Reactant: Br[CH2:2][C:3]1[CH:17]=[CH:16][CH:15]=[CH:14][C:4]=1[CH2:5][P:6](=[O:13])([O:10][CH2:11][CH3:12])[O:7][CH2:8][CH3:9].[C:18]1(=[O:28])[NH:22][C:21](=[O:23])[C:20]2=[CH:24][CH:25]=[CH:26][CH:27]=[C:19]12.[K].CN(C)C=O. Product: [O:23]=[C:21]1[C:20]2[C:19](=[CH:27][CH:26]=[CH:25][CH:24]=2)[C:18](=[O:28])[N:22]1[CH2:2][C:3]1[CH:17]=[CH:16][CH:15]=[CH:14][C:4]=1[CH2:5][P:6](=[O:13])([O:10][CH2:11][CH3:12])[O:7][CH2:8][CH3:9]. The catalyst class is: 6. (2) Reactant: [C:1]([C:4]1[CH:5]=[C:6]([CH:8]=[C:9]([C:11](=[O:13])[CH3:12])[CH:10]=1)[NH2:7])(=[O:3])[CH3:2].[C:14]([NH:16][C:17]([NH2:19])=[NH:18])#[N:15].[ClH:20]. Product: [ClH:20].[C:1]([C:4]1[CH:5]=[C:6]([NH:7][C:14]([NH:16][C:17]([NH2:19])=[NH:18])=[NH:15])[CH:8]=[C:9]([C:11](=[O:13])[CH3:12])[CH:10]=1)(=[O:3])[CH3:2]. The catalyst class is: 6. (3) Reactant: [C:1]([O:5][C:6]([N:8]([C:16]1[O:17][CH2:18][C:19]2([N:41]=1)[C:28]1([CH2:31][O:30][CH2:29]1)[CH2:27][O:26][C:25]1[C:20]2=[CH:21][C:22](B2OC(C)(C)C(C)(C)O2)=[CH:23][CH:24]=1)[C:9]([O:11][C:12]([CH3:15])([CH3:14])[CH3:13])=[O:10])=[O:7])([CH3:4])([CH3:3])[CH3:2].Br[C:43]1[CH:44]=[N:45][CH:46]=[C:47]([C:49]#[C:50][CH2:51][O:52][CH3:53])[CH:48]=1.C([O-])([O-])=O.[Na+].[Na+].O1CCOCC1. Product: [CH3:53][O:52][CH2:51][C:50]#[C:49][C:47]1[CH:48]=[C:43]([C:22]2[CH:21]=[C:20]3[C:25](=[CH:24][CH:23]=2)[O:26][CH2:27][C:28]2([CH2:31][O:30][CH2:29]2)[C:19]23[CH2:18][O:17][C:16]([N:8]([C:6]([O:5][C:1]([CH3:3])([CH3:4])[CH3:2])=[O:7])[C:9]([O:11][C:12]([CH3:15])([CH3:13])[CH3:14])=[O:10])=[N:41]2)[CH:44]=[N:45][CH:46]=1. The catalyst class is: 103. (4) Reactant: [CH:1]1([CH2:7][N:8]2[CH2:13][CH2:12][NH:11][CH2:10][CH2:9]2)[CH2:6][CH2:5][CH2:4][CH2:3][CH2:2]1.Cl[C:15]1[C:24]([CH:25]=[O:26])=[CH:23][C:22]2[C:17](=[CH:18][CH:19]=[CH:20][CH:21]=2)[N:16]=1.C(=O)([O-])[O-].[K+].[K+]. Product: [CH:1]1([CH2:7][N:8]2[CH2:9][CH2:10][N:11]([C:15]3[C:24]([CH:25]=[O:26])=[CH:23][C:22]4[C:17](=[CH:18][CH:19]=[CH:20][CH:21]=4)[N:16]=3)[CH2:12][CH2:13]2)[CH2:2][CH2:3][CH2:4][CH2:5][CH2:6]1. The catalyst class is: 18. (5) Product: [OH:9][N:3]1[C:4]([O:20][CH2:12][CH2:13][CH2:14][CH2:15][CH2:16][CH2:17][CH2:18][CH3:19])=[CH:5][CH:6]=[CH:7][C:2]1=[O:10]. The catalyst class is: 6. Reactant: Cl[C:2]1[CH:7]=[CH:6][CH:5]=[C:4](Cl)[N+:3]=1[O-:9].[OH-:10].[Na+].[CH2:12]([OH:20])[CH2:13][CH2:14][CH2:15][CH2:16][CH2:17][CH2:18][CH3:19]. (6) Reactant: [NH:1]1[C:9]2[C:4](=[CH:5][CH:6]=[CH:7][CH:8]=2)[C:3]([CH2:10][C:11]2[CH:17]=[CH:16][C:14]([NH2:15])=[CH:13][C:12]=2[CH2:18][CH3:19])=[CH:2]1.[C:20](Cl)(=O)[O:21]C1C=CC([N+]([O-])=O)=CC=1.C(N(C(C)C)CC)(C)C.[CH3:42][N:43]1[CH2:48][CH2:47][N:46]([CH2:49][CH2:50][NH2:51])[CH2:45][CH2:44]1. Product: [NH:1]1[C:9]2[C:4](=[CH:5][CH:6]=[CH:7][CH:8]=2)[C:3]([CH2:10][C:11]2[CH:17]=[CH:16][C:14]([NH:15][C:20]([NH:51][CH2:50][CH2:49][N:46]3[CH2:47][CH2:48][N:43]([CH3:42])[CH2:44][CH2:45]3)=[O:21])=[CH:13][C:12]=2[CH2:18][CH3:19])=[CH:2]1. The catalyst class is: 1.